From a dataset of Aqueous solubility values for 9,982 compounds from the AqSolDB database. Regression/Classification. Given a drug SMILES string, predict its absorption, distribution, metabolism, or excretion properties. Task type varies by dataset: regression for continuous measurements (e.g., permeability, clearance, half-life) or binary classification for categorical outcomes (e.g., BBB penetration, CYP inhibition). For this dataset (solubility_aqsoldb), we predict Y. (1) The drug is C[N+](C)(CCCNS(=O)(=O)CCC(F)(F)C(F)(F)C(F)(F)C(F)(F)C(F)(F)C(F)(F)F)CC(=O)[O-]. The Y is -4.06 log mol/L. (2) The compound is CC(C)COC(=O)CC(C(=O)OCC(C)C)S(=O)(=O)[O-].[Na+]. The Y is 0.177 log mol/L. (3) The drug is CC/C(=C(\c1ccccc1)c1ccc(OCCN(C)C)cc1)c1ccccc1. The Y is -8.49 log mol/L. (4) The molecule is CC(=O)C1(C)CCC2C3C=C(C)C4=CC(=O)CCC4(C)C3CCC21C. The Y is -5.27 log mol/L. (5) The compound is Cc1oncc1C(=O)[O-]. The Y is -1.06 log mol/L. (6) The molecule is COP(=S)(OC)SCSc1ccc(Cl)cc1. The Y is -5.29 log mol/L.